From a dataset of Retrosynthesis with 50K atom-mapped reactions and 10 reaction types from USPTO. Predict the reactants needed to synthesize the given product. Given the product COc1ncc(-c2nc(C)c(C)s2)c(OC)n1, predict the reactants needed to synthesize it. The reactants are: COc1ncc(B(O)O)c(OC)n1.Cc1nc(I)sc1C.